This data is from Reaction yield outcomes from USPTO patents with 853,638 reactions. The task is: Predict the reaction yield, written as a fraction of the theoretical maximum amount of product (1.0 means a 100% yield; for example, 0.34 means a 34% yield). (1) The reactants are [OH:1][N:2]1[C:6](=[O:7])[CH2:5][CH2:4][C:3]1=[O:8].CCN=C=NCCCN(C)C.[CH3:20][O:21][CH2:22][CH2:23][O:24][CH2:25][CH2:26][O:27][CH2:28][CH2:29][O:30][CH2:31][CH2:32][CH2:33][C:34](O)=[O:35]. The catalyst is C(Cl)Cl. The product is [O:8]=[C:3]1[CH2:4][CH2:5][C:6](=[O:7])[N:2]1[O:1][C:34](=[O:35])[CH2:33][CH2:32][CH2:31][O:30][CH2:29][CH2:28][O:27][CH2:26][CH2:25][O:24][CH2:23][CH2:22][O:21][CH3:20]. The yield is 0.430. (2) The reactants are [CH3:1][C:2]1[C:6]([CH2:7][N:8]2[CH:12]=[C:11]([N:13]3[C:17](=[O:18])[CH2:16][NH:15][C:14]3=[O:19])[CH:10]=[N:9]2)=[C:5]([CH3:20])[O:4][N:3]=1.Cl.[CH3:22][O:23][C:24]1[C:25]([CH2:32]Cl)=[N:26][CH:27]=[CH:28][C:29]=1[O:30][CH3:31]. No catalyst specified. The product is [CH3:22][O:23][C:24]1[C:25]([CH2:32][N:15]2[CH2:16][C:17](=[O:18])[N:13]([C:11]3[CH:10]=[N:9][N:8]([CH2:7][C:6]4[C:2]([CH3:1])=[N:3][O:4][C:5]=4[CH3:20])[CH:12]=3)[C:14]2=[O:19])=[N:26][CH:27]=[CH:28][C:29]=1[O:30][CH3:31]. The yield is 0.260. (3) The reactants are [CH3:1][C:2]1[CH:10]=[CH:9][C:8]([N+:11]([O-:13])=[O:12])=[C:7]2[C:3]=1[CH:4]=[C:5]([C:14]([O:16][CH2:17][CH3:18])=[O:15])[NH:6]2.[H-].[Na+].CN(C)C=O.[CH3:26][O:27][CH2:28]Cl. The product is [CH3:26][O:27][CH2:28][N:6]1[C:7]2[C:3](=[C:2]([CH3:1])[CH:10]=[CH:9][C:8]=2[N+:11]([O-:13])=[O:12])[CH:4]=[C:5]1[C:14]([O:16][CH2:17][CH3:18])=[O:15]. The yield is 0.680. The catalyst is O1CCCC1.C(OCC)(=O)C. (4) The reactants are [Cl:1][C:2]1[CH:7]=[C:6]([O:8][C:9]2[CH:14]=[CH:13][C:12]([NH:15][C:16](=[O:25])[C:17]3[C:22]([F:23])=[CH:21][CH:20]=[CH:19][C:18]=3[F:24])=[CH:11][C:10]=2[F:26])[CH:5]=[CH:4][N:3]=1.[CH3:27][N:28]([CH3:33])[CH2:29][CH2:30][CH2:31][NH2:32].C([O-])([O-])=O.[Cs+].[Cs+].CC(C)(C(=O)CC(=O)C(C)(C)C)C. The catalyst is Cl[Cu].CN1C(=O)CCC1. The product is [ClH:1].[CH3:27][N:28]([CH3:33])[CH2:29][CH2:30][CH2:31][NH:32][C:2]1[CH:7]=[C:6]([O:8][C:9]2[CH:14]=[CH:13][C:12]([NH:15][C:16](=[O:25])[C:17]3[C:22]([F:23])=[CH:21][CH:20]=[CH:19][C:18]=3[F:24])=[CH:11][C:10]=2[F:26])[CH:5]=[CH:4][N:3]=1. The yield is 0.0700. (5) The reactants are Cl[C:2]1[N:7]=[C:6]([CH3:8])[C:5]([CH:9]([CH2:14][CH2:15][CH3:16])[C:10]([O:12][CH3:13])=[O:11])=[C:4]([C:17]2[CH:22]=[CH:21][C:20]([CH3:23])=[CH:19][CH:18]=2)[N:3]=1.[CH2:24]([NH2:31])[C:25]1[CH:30]=[CH:29][CH:28]=[CH:27][CH:26]=1. The catalyst is C(O)(C)C. The product is [CH2:24]([NH:31][C:2]1[N:7]=[C:6]([CH3:8])[C:5]([CH:9]([CH2:14][CH2:15][CH3:16])[C:10]([O:12][CH3:13])=[O:11])=[C:4]([C:17]2[CH:22]=[CH:21][C:20]([CH3:23])=[CH:19][CH:18]=2)[N:3]=1)[C:25]1[CH:30]=[CH:29][CH:28]=[CH:27][CH:26]=1. The yield is 0.330. (6) The reactants are [Cl:1][C:2]1[CH:8]=[CH:7][C:5]([NH2:6])=[C:4]([F:9])[CH:3]=1.[S:10]1(=[O:16])(=[O:15])[CH2:14][CH:13]=[CH:12][CH2:11]1.C(=O)([O-])[O-].[Cs+].[Cs+].O. The catalyst is CN(C)C=O. The product is [Cl:1][C:2]1[CH:8]=[CH:7][C:5]([NH:6][CH:12]2[CH2:13][CH2:14][S:10](=[O:16])(=[O:15])[CH2:11]2)=[C:4]([F:9])[CH:3]=1. The yield is 0.165. (7) The reactants are [NH:1]1[CH2:7][CH2:6][CH2:5][C@H:2]1[CH2:3][OH:4].Cl[CH2:9][CH2:10][CH2:11][O:12][C:13]1[CH:22]=[C:21]2[C:16]([C:17]([NH:23][C:24]3[CH:28]=[C:27]([CH2:29][C:30]([NH:32][C:33]4[CH:38]=[CH:37][CH:36]=[C:35]([F:39])[CH:34]=4)=[O:31])[NH:26][N:25]=3)=[N:18][CH:19]=[N:20]2)=[CH:15][CH:14]=1. No catalyst specified. The product is [F:39][C:35]1[CH:34]=[C:33]([NH:32][C:30](=[O:31])[CH2:29][C:27]2[NH:26][N:25]=[C:24]([NH:23][C:17]3[C:16]4[C:21](=[CH:22][C:13]([O:12][CH2:11][CH2:10][CH2:9][N:1]5[CH2:7][CH2:6][CH2:5][C@H:2]5[CH2:3][OH:4])=[CH:14][CH:15]=4)[N:20]=[CH:19][N:18]=3)[CH:28]=2)[CH:38]=[CH:37][CH:36]=1. The yield is 0.700.